This data is from Full USPTO retrosynthesis dataset with 1.9M reactions from patents (1976-2016). The task is: Predict the reactants needed to synthesize the given product. (1) Given the product [CH3:1][O:2][C:3]([C:4]1[C:33]([C:30]2[CH:29]=[C:28]([CH3:36])[C:27]([OH:26])=[C:24]([CH3:25])[CH:31]=2)=[C:34]([CH3:35])[N:6]2[CH:7]([CH3:19])[CH2:8][C:9]3[C:14](=[CH:13][C:12]([O:15][CH3:16])=[C:11]([O:17][CH3:18])[CH:10]=3)[C:5]=12)=[O:20], predict the reactants needed to synthesize it. The reactants are: [CH3:1][O:2][C:3](=[O:20])[CH:4]=[C:5]1[C:14]2[C:9](=[CH:10][C:11]([O:17][CH3:18])=[C:12]([O:15][CH3:16])[CH:13]=2)[CH2:8][CH:7]([CH3:19])[NH:6]1.[N+]([CH2:24][CH3:25])([O-])=O.[OH:26][C:27]1[C:34]([CH3:35])=[CH:33][C:30]([CH:31]=O)=[CH:29][C:28]=1[CH3:36]. (2) Given the product [Cl:8][C:7]1[CH:6]=[CH:5][C:4]([CH2:9][N:10]([CH3:12])[CH3:11])=[CH:3][C:2]=1/[CH:27]=[CH:28]/[C:29]([O:31][CH2:32][CH3:33])=[O:30], predict the reactants needed to synthesize it. The reactants are: Br[C:2]1[CH:3]=[C:4]([CH2:9][N:10]([CH3:12])[CH3:11])[CH:5]=[CH:6][C:7]=1[Cl:8].C(=O)([O-])[O-].[Cs+].[Cs+].CC1(C)C(C)(C)OB(/[CH:27]=[CH:28]/[C:29]([O:31][CH2:32][CH3:33])=[O:30])O1. (3) Given the product [C:1]([N:4]1[C:13]2[C:8](=[CH:9][C:10]([N:14]([C:27](=[O:29])[CH3:28])[CH2:15][C:16](=[O:18])[CH3:17])=[CH:11][CH:12]=2)[C@H:7]([NH:19][C:20](=[O:25])[O:21][CH:22]([CH3:23])[CH3:24])[CH2:6][C@@H:5]1[CH3:26])(=[O:3])[CH3:2], predict the reactants needed to synthesize it. The reactants are: [C:1]([N:4]1[C:13]2[C:8](=[CH:9][C:10]([NH:14][CH2:15][C:16](=[O:18])[CH3:17])=[CH:11][CH:12]=2)[C@H:7]([NH:19][C:20](=[O:25])[O:21][CH:22]([CH3:24])[CH3:23])[CH2:6][C@@H:5]1[CH3:26])(=[O:3])[CH3:2].[C:27](OC(=O)C)(=[O:29])[CH3:28].